Dataset: Full USPTO retrosynthesis dataset with 1.9M reactions from patents (1976-2016). Task: Predict the reactants needed to synthesize the given product. Given the product [Cl:3][C:4]1[N:5]=[C:6]([CH:9]([OH:34])[CH2:10][CH2:11][CH2:12][N:13]2[C:21]([C:22]3[CH:23]=[C:24]([CH:27]=[CH:28][CH:29]=3)[C:25]#[N:26])=[C:20]3[C:15]([N:16]([CH3:33])[C:17](=[O:32])[N:18]([CH3:31])[C:19]3=[O:30])=[CH:14]2)[S:7][CH:8]=1, predict the reactants needed to synthesize it. The reactants are: [BH4-].[Na+].[Cl:3][C:4]1[N:5]=[C:6]([C:9](=[O:34])[CH2:10][CH2:11][CH2:12][N:13]2[C:21]([C:22]3[CH:23]=[C:24]([CH:27]=[CH:28][CH:29]=3)[C:25]#[N:26])=[C:20]3[C:15]([N:16]([CH3:33])[C:17](=[O:32])[N:18]([CH3:31])[C:19]3=[O:30])=[CH:14]2)[S:7][CH:8]=1.